This data is from Forward reaction prediction with 1.9M reactions from USPTO patents (1976-2016). The task is: Predict the product of the given reaction. (1) Given the reactants [F:1][C:2]1[CH:7]=[CH:6][C:5]([N:8]2[C:16]3[C:11](=[CH:12][C:13](N)=[CH:14][CH:15]=3)[CH:10]=[N:9]2)=[CH:4][CH:3]=1.N([O-])=O.[Na+].[I-:22].[K+], predict the reaction product. The product is: [F:1][C:2]1[CH:7]=[CH:6][C:5]([N:8]2[C:16]3[C:11](=[CH:12][C:13]([I:22])=[CH:14][CH:15]=3)[CH:10]=[N:9]2)=[CH:4][CH:3]=1. (2) The product is: [NH2:1][CH2:4][C:5]1[CH:14]=[C:13]2[C:8]([CH:9]=[C:10]([C:19]([O:21][CH2:22][CH3:23])=[O:20])[CH:11]([C:15]([F:17])([F:18])[F:16])[O:12]2)=[CH:7][C:6]=1[Cl:24]. Given the reactants [N:1]([CH2:4][C:5]1[CH:14]=[C:13]2[C:8]([CH:9]=[C:10]([C:19]([O:21][CH2:22][CH3:23])=[O:20])[CH:11]([C:15]([F:18])([F:17])[F:16])[O:12]2)=[CH:7][C:6]=1[Cl:24])=[N+]=[N-], predict the reaction product. (3) The product is: [Cl:29][C:24]1[C:25]2[C:17]([C:11]3[CH:10]=[C:9]4[C:14]([CH:15]=[CH:16][C:7]([C:1]5[CH:6]=[CH:5][CH:4]=[CH:3][CH:2]=5)=[N:8]4)=[CH:13][CH:12]=3)=[CH:18][S:19][C:20]=2[N:21]=[CH:22][N:23]=1. Given the reactants [C:1]1([C:7]2[CH:16]=[CH:15][C:14]3[C:9](=[CH:10][C:11]([C:17]4[C:25]5[C:24](=O)[NH:23][CH:22]=[N:21][C:20]=5[S:19][CH:18]=4)=[CH:12][CH:13]=3)[N:8]=2)[CH:6]=[CH:5][CH:4]=[CH:3][CH:2]=1.O=P(Cl)(Cl)[Cl:29], predict the reaction product. (4) The product is: [CH3:20][O:19][C:15](=[O:18])[CH:16]([Cl:10])[CH2:17][C:2]1[CH:7]=[CH:6][C:5]([CH2:8][OH:9])=[CH:4][CH:3]=1. Given the reactants N[C:2]1[CH:7]=[CH:6][C:5]([CH2:8][OH:9])=[CH:4][CH:3]=1.[ClH:10].N([O-])=O.[Na+].[C:15]([O:19][CH3:20])(=[O:18])[CH:16]=[CH2:17], predict the reaction product. (5) The product is: [Cl:1][C:2]1[CH:3]=[N+:4]([O-:27])[CH:5]=[C:6]([Cl:26])[C:7]=1[CH2:8][C@@H:9]([C:11]1[CH:16]=[CH:15][C:14]([O:17][CH:18]([F:20])[F:19])=[C:13]([O:21][CH2:22][CH:23]2[CH2:25][CH2:24]2)[CH:12]=1)[O:10][C:46](=[O:47])[CH2:45][N:38]1[C:37](=[O:49])[C:36]2[C:40](=[CH:41][CH:42]=[CH:43][C:35]=2[N+:32]([O-:34])=[O:33])[C:39]1=[O:44]. Given the reactants [Cl:1][C:2]1[CH:3]=[N+:4]([O-:27])[CH:5]=[C:6]([Cl:26])[C:7]=1[CH2:8][C@@H:9]([C:11]1[CH:16]=[CH:15][C:14]([O:17][CH:18]([F:20])[F:19])=[C:13]([O:21][CH2:22][CH:23]2[CH2:25][CH2:24]2)[CH:12]=1)[OH:10].C(Cl)CCl.[N+:32]([C:35]1[CH:43]=[CH:42][CH:41]=[C:40]2[C:36]=1[C:37](=[O:49])[N:38]([CH2:45][C:46](O)=[O:47])[C:39]2=[O:44])([O-:34])=[O:33], predict the reaction product. (6) The product is: [Cl:1][CH2:2][C:3]1[N:7]([C:18]([O:17][C:13]([CH3:16])([CH3:15])[CH3:14])=[O:19])[C:6]2[CH:8]=[CH:9][C:10]([F:12])=[CH:11][C:5]=2[N:4]=1. Given the reactants [Cl:1][CH2:2][C:3]1[NH:7][C:6]2[CH:8]=[CH:9][C:10]([F:12])=[CH:11][C:5]=2[N:4]=1.[C:13]([O:17][C:18](O[C:18]([O:17][C:13]([CH3:16])([CH3:15])[CH3:14])=[O:19])=[O:19])([CH3:16])([CH3:15])[CH3:14], predict the reaction product. (7) The product is: [Cl:47][C:48]1[CH:52]=[CH:51][S:50][C:49]=1[C:53]([NH:42][C@H:41]([C:43]([OH:45])=[O:44])[CH2:40][C:37]1[CH:38]=[N:39][C:34]([CH2:33][CH2:32][CH2:31][C:22]2[CH:23]=[CH:24][C:25]3[CH2:26][CH2:27][CH2:28][NH:29][C:30]=3[N:21]=2)=[CH:35][CH:36]=1)=[O:54]. Given the reactants OC1C=CC=C[N+]=1[O-].Cl.CN(C)CCCN=C=NCC.[N:21]1[C:30]2[NH:29][CH2:28][CH2:27][CH2:26][C:25]=2[CH:24]=[CH:23][C:22]=1[CH2:31][CH2:32][CH2:33][C:34]1[N:39]=[CH:38][C:37]([CH2:40][C@@H:41]([C:43]([O:45]C)=[O:44])[NH2:42])=[CH:36][CH:35]=1.[Cl:47][C:48]1[CH:52]=[CH:51][S:50][C:49]=1[C:53](O)=[O:54].[OH-].[Na+], predict the reaction product. (8) Given the reactants [Br:1][C:2]1[CH:7]=[C:6]([F:8])[C:5]([F:9])=[CH:4][C:3]=1[SH:10].Cl[C:12]([CH2:14]Cl)=[CH2:13].C(=O)([O-])[O-].[K+].[K+], predict the reaction product. The product is: [Br:1][C:2]1[C:3]2[S:10][C:12]([CH3:14])=[CH:13][C:4]=2[C:5]([F:9])=[C:6]([F:8])[CH:7]=1. (9) Given the reactants [F:1][CH:2]([F:38])[C:3]1[N:7]([C:8]2[CH:13]=[C:12]([N:14]3[CH2:19][CH2:18][O:17][CH2:16][CH2:15]3)[N:11]=[C:10]([NH:20][CH2:21][C@H:22]3[CH2:27][CH2:26][C@H:25]([NH:28][CH2:29][C:30]([CH3:33])([OH:32])[CH3:31])[CH2:24][CH2:23]3)[N:9]=2)[C:6]2[CH:34]=[CH:35][CH:36]=[CH:37][C:5]=2[N:4]=1.Br[CH2:40][C:41](OC)=[O:42].CC1C=CC(S(O)(=O)=O)=CC=1.C(=O)(O)[O-].[Na+], predict the reaction product. The product is: [F:38][CH:2]([F:1])[C:3]1[N:7]([C:8]2[CH:13]=[C:12]([N:14]3[CH2:15][CH2:16][O:17][CH2:18][CH2:19]3)[N:11]=[C:10]([NH:20][CH2:21][C@H:22]3[CH2:27][CH2:26][C@H:25]([N:28]4[CH2:29][C:30]([CH3:33])([CH3:31])[O:32][C:41](=[O:42])[CH2:40]4)[CH2:24][CH2:23]3)[N:9]=2)[C:6]2[CH:34]=[CH:35][CH:36]=[CH:37][C:5]=2[N:4]=1. (10) Given the reactants [CH3:1][O:2][C:3]([C:5]1[CH:14]=[C:13](O)[C:12]2[C:7](=[C:8]([O:17][CH2:18][C:19]3[CH:24]=[CH:23][CH:22]=[CH:21][CH:20]=3)[CH:9]=[C:10](Br)[CH:11]=2)[N:6]=1)=[O:4].COC(C1[CH:38]=[C:37](OS(C(F)(F)F)(=O)=O)[C:36]2[C:31](=[C:32](OCC3C=CC=CC=3)[CH:33]=[CH:34][CH:35]=2)N=1)=O, predict the reaction product. The product is: [CH3:1][O:2][C:3]([C:5]1[CH:14]=[C:13]([C:38]#[C:37][C:36]2[CH:31]=[CH:32][CH:33]=[CH:34][CH:35]=2)[C:12]2[C:7](=[C:8]([O:17][CH2:18][C:19]3[CH:24]=[CH:23][CH:22]=[CH:21][CH:20]=3)[CH:9]=[CH:10][CH:11]=2)[N:6]=1)=[O:4].